Dataset: Reaction yield outcomes from USPTO patents with 853,638 reactions. Task: Predict the reaction yield, written as a fraction of the theoretical maximum amount of product (1.0 means a 100% yield; for example, 0.34 means a 34% yield). The reactants are [NH2:1][C:2]1[CH:3]=[C:4]([CH:7]=[CH:8][CH:9]=1)[C:5]#[N:6].C(N(CC)CC)C.FC(F)(F)S(O[Si:23]([CH3:26])([CH3:25])[CH3:24])(=O)=O. The catalyst is C1(C)C=CC=CC=1. The product is [CH3:24][Si:23]([N:1]([Si:23]([CH3:26])([CH3:25])[CH3:24])[C:2]1[CH:3]=[C:4]([CH:7]=[CH:8][CH:9]=1)[C:5]#[N:6])([CH3:26])[CH3:25]. The yield is 0.970.